Regression/Classification. Given a drug SMILES string, predict its toxicity properties. Task type varies by dataset: regression for continuous values (e.g., LD50, hERG inhibition percentage) or binary classification for toxic/non-toxic outcomes (e.g., AMES mutagenicity, cardiotoxicity, hepatotoxicity). Dataset: herg_karim. From a dataset of hERG potassium channel inhibition data for cardiac toxicity prediction from Karim et al.. (1) The molecule is COc1ccc(/C=C/CN(C)Cc2ccc3c(c2)CCCCC3)cc1.Cl. The result is 1 (blocker). (2) The result is 1 (blocker). The molecule is CC[NH+](CC)CCNC(=O)c1cc(Cl)c(N)cc1OC. (3) The molecule is Cc1nsc(N2CCC3(CCN(C[C@H](O)c4ccc5c(c4C)COC5=O)CC3)C2)n1. The result is 1 (blocker). (4) The molecule is CC(C)C(Nc1nc2cc[nH]c(=O)c2c2cc(F)ccc12)C(F)(F)F. The result is 1 (blocker). (5) The result is 1 (blocker). The compound is COc1ccc(-c2nnc(C(=O)N3CC(Oc4ccc(CN5CC(OC)C5)cc4)C3)o2)cc1. (6) The compound is N#Cc1ccc(Cn2cncc2C[NH2+][C@@H]2CCN(C(=O)c3cccc(Cl)c3)C2=O)cc1. The result is 1 (blocker). (7) The compound is Cc1cccc(Nc2nc(N[C@@H]3COCC[C@@H]3N)ncc2C(N)=O)c1. The result is 1 (blocker). (8) The drug is COc1ccccc1CC(c1ccccc1F)N1CCNCC1. The result is 0 (non-blocker).